From a dataset of Catalyst prediction with 721,799 reactions and 888 catalyst types from USPTO. Predict which catalyst facilitates the given reaction. (1) Reactant: [CH3:1][C:2]1[CH:3]=[CH:4][C:5]([N+:11]([O-:13])=[O:12])=[C:6]([CH:10]=1)[C:7]([OH:9])=O.CN(C(ON1N=NC2C=CC=NC1=2)=[N+](C)C)C.F[P-](F)(F)(F)(F)F.CCN(C(C)C)C(C)C.[OH:47][NH:48][C:49](=[NH:55])[C:50]([O:52][CH2:53][CH3:54])=[O:51]. Product: [OH:47][N:48]=[C:49]([NH:55][C:7](=[O:9])[C:6]1[CH:10]=[C:2]([CH3:1])[CH:3]=[CH:4][C:5]=1[N+:11]([O-:13])=[O:12])[C:50]([O:52][CH2:53][CH3:54])=[O:51]. The catalyst class is: 10. (2) Reactant: Br[C:2]1[CH:7]=[CH:6][C:5]([N:8]2[C:12]([CH2:13][C@@H:14]3[CH2:18][CH2:17][N:16]([C:19]([CH:21]4[CH2:23][CH2:22]4)=[O:20])[CH2:15]3)=[N:11][NH:10][C:9]2=[O:24])=[C:4]([F:25])[CH:3]=1.[F:26][C:27]1[CH:28]=[CH:29][CH:30]=[C:31]2[C:36]=1[CH:35]=[C:34](B1OC(C)(C)C(C)(C)O1)[CH:33]=[CH:32]2.C(=O)([O-])[O-].[K+].[K+]. Product: [CH:21]1([C:19]([N:16]2[CH2:17][CH2:18][C@@H:14]([CH2:13][C:12]3[N:8]([C:5]4[CH:6]=[CH:7][C:2]([C:34]5[CH:33]=[CH:32][C:31]6[C:36](=[C:27]([F:26])[CH:28]=[CH:29][CH:30]=6)[CH:35]=5)=[CH:3][C:4]=4[F:25])[C:9](=[O:24])[NH:10][N:11]=3)[CH2:15]2)=[O:20])[CH2:23][CH2:22]1. The catalyst class is: 368.